From a dataset of Reaction yield outcomes from USPTO patents with 853,638 reactions. Predict the reaction yield, written as a fraction of the theoretical maximum amount of product (1.0 means a 100% yield; for example, 0.34 means a 34% yield). The reactants are C([NH:18]CC=O)(OCC1C2C(=CC=CC=2)C2C1=CC=CC=2)=O.[CH3:22][C:23]1[CH:32]=[C:31]2[C:26]([CH:27]=[CH:28][C:29]([C:33]([OH:35])=O)=[N:30]2)=[CH:25][CH:24]=1.ON1C2C=CC=CC=2N=N1.C(O)C(N)(CO)CO. The catalyst is ClCCl. The product is [CH3:22][C:23]1[CH:32]=[C:31]2[C:26]([CH:27]=[CH:28][C:29]([C:33]([NH2:18])=[O:35])=[N:30]2)=[CH:25][CH:24]=1. The yield is 0.950.